This data is from Reaction yield outcomes from USPTO patents with 853,638 reactions. The task is: Predict the reaction yield, written as a fraction of the theoretical maximum amount of product (1.0 means a 100% yield; for example, 0.34 means a 34% yield). (1) The yield is 0.890. The product is [N:26]([CH2:2][CH2:3][CH2:4][CH2:5][CH2:6][CH2:7][CH2:8][CH2:9][CH2:10][CH2:11][CH2:12][Si:13]([CH2:22][C:23](=[CH2:25])[CH3:24])([CH2:18][C:19](=[CH2:21])[CH3:20])[CH2:14][C:15](=[CH2:17])[CH3:16])=[N+:27]=[N-:28]. The reactants are Cl[CH2:2][CH2:3][CH2:4][CH2:5][CH2:6][CH2:7][CH2:8][CH2:9][CH2:10][C:11]#[C:12][Si:13]([CH2:22][C:23](=[CH2:25])[CH3:24])([CH2:18][C:19](=[CH2:21])[CH3:20])[CH2:14][C:15](=[CH2:17])[CH3:16].[N-:26]=[N+:27]=[N-:28].[Na+]. The catalyst is CN(C)C=O. (2) The reactants are [C:1]1([C:7]2[CH:8]=[C:9]([C:16]([OH:18])=O)[S:10][C:11]=2[C:12]([F:15])([F:14])[F:13])[CH:6]=[CH:5][CH:4]=[CH:3][CH:2]=1.CC[N:21]=[C:22]=[N:23]CCCN(C)C.[CH:30]1[CH:31]=[CH:32][C:33]2N(O)N=[N:36][C:34]=2C=1.[CH3:40]N(C=O)C. No catalyst specified. The product is [CH3:40][C:33]1[CH:34]=[N:36][CH:30]=[CH:31][C:32]=1[C:22]1[N:23]=[C:16]([C:9]2[S:10][C:11]([C:12]([F:13])([F:14])[F:15])=[C:7]([C:1]3[CH:2]=[CH:3][CH:4]=[CH:5][CH:6]=3)[CH:8]=2)[O:18][N:21]=1. The yield is 0.566.